This data is from Full USPTO retrosynthesis dataset with 1.9M reactions from patents (1976-2016). The task is: Predict the reactants needed to synthesize the given product. (1) Given the product [Cl:1][C:2]1[N:7]=[C:6]([NH:23][C:20]2[NH:21][N:22]=[C:18]([CH:15]3[CH2:17][CH2:16]3)[CH:19]=2)[C:5]([C:9]2[CH:14]=[CH:13][CH:12]=[CH:11][CH:10]=2)=[CH:4][N:3]=1, predict the reactants needed to synthesize it. The reactants are: [Cl:1][C:2]1[N:7]=[C:6](Cl)[C:5]([C:9]2[CH:14]=[CH:13][CH:12]=[CH:11][CH:10]=2)=[CH:4][N:3]=1.[CH:15]1([C:18]2[CH:19]=[C:20]([NH2:23])[NH:21][N:22]=2)[CH2:17][CH2:16]1. (2) Given the product [CH2:1]([O:3][C:4](=[O:28])[CH2:5][C:13]1[CH:18]=[C:17]([Br:19])[CH:16]=[C:15]([O:20][CH2:21][C:22]2[CH:23]=[CH:24][CH:25]=[CH:26][CH:27]=2)[CH:14]=1)[CH3:2], predict the reactants needed to synthesize it. The reactants are: [CH2:1]([O:3][C:4](=[O:28])[CH:5]([C:13]1[CH:18]=[C:17]([Br:19])[CH:16]=[C:15]([O:20][CH2:21][C:22]2[CH:27]=[CH:26][CH:25]=[CH:24][CH:23]=2)[CH:14]=1)C(OC(C)(C)C)=O)[CH3:2]. (3) Given the product [CH3:15][O:14][C:4]1[CH:3]=[C:2]([N:30]2[CH2:31][CH2:32][N:27]([CH3:26])[CH2:28][CH2:29]2)[CH:7]=[CH:6][C:5]=1[C:8]#[C:9][Si:10]([CH3:13])([CH3:12])[CH3:11], predict the reactants needed to synthesize it. The reactants are: Br[C:2]1[CH:7]=[CH:6][C:5]([C:8]#[C:9][Si:10]([CH3:13])([CH3:12])[CH3:11])=[C:4]([O:14][CH3:15])[CH:3]=1.[Li+].C[Si]([N-][Si](C)(C)C)(C)C.[CH3:26][N:27]1[CH2:32][CH2:31][NH:30][CH2:29][CH2:28]1. (4) Given the product [C:40]([C:42]1[CH:43]=[N:44][C:45]2[C:50]([CH:51]=1)=[CH:49][C:48]([O:52][CH:53]([S:57][CH3:58])[C:54]([NH:4][C:5]([CH3:6])([CH2:10][O:25][CH2:26][C:38]#[CH:39])[CH2:62][OH:63])=[O:56])=[CH:47][CH:46]=2)#[CH:41], predict the reactants needed to synthesize it. The reactants are: ON1[C:6]2N=CC=[CH:10][C:5]=2[N:4]=N1.F[B-](F)(F)F.N1([O:25][C:26](N(C)C)=[N+](C)C)C2C=CC=CC=2N=N1.C(N([CH2:38][CH3:39])CC)C.[C:40]([C:42]1[CH:43]=[N:44][C:45]2[C:50]([CH:51]=1)=[CH:49][C:48]([O:52][CH:53]([S:57][CH3:58])[C:54]([OH:56])=O)=[CH:47][CH:46]=2)#[CH:41].CN([CH:62]=[O:63])C. (5) Given the product [C:1]([C:5]1[O:9][C:8]([C:10]2[CH:15]=[C:14]([O:16][CH2:42][C:38]3[CH:37]=[C:36]([CH:29]([CH:26]4[CH2:27][CH2:28]4)[CH2:30][C:31]([O:33][CH2:34][CH3:35])=[O:32])[CH:41]=[CH:40][CH:39]=3)[CH:13]=[CH:12][C:11]=2[C:17]2[CH:22]=[C:21]([O:23][CH3:24])[CH:20]=[CH:19][C:18]=2[F:25])=[N:7][N:6]=1)([CH3:4])([CH3:2])[CH3:3], predict the reactants needed to synthesize it. The reactants are: [C:1]([C:5]1[O:9][C:8]([C:10]2[CH:15]=[C:14]([OH:16])[CH:13]=[CH:12][C:11]=2[C:17]2[CH:22]=[C:21]([O:23][CH3:24])[CH:20]=[CH:19][C:18]=2[F:25])=[N:7][N:6]=1)([CH3:4])([CH3:3])[CH3:2].[CH:26]1([CH:29]([C:36]2[CH:41]=[CH:40][CH:39]=[C:38]([CH2:42]O)[CH:37]=2)[CH2:30][C:31]([O:33][CH2:34][CH3:35])=[O:32])[CH2:28][CH2:27]1.C1(P(C2C=CC=CC=2)C2C=CC=CC=2)C=CC=CC=1.N(C(OCC)=O)=NC(OCC)=O. (6) Given the product [Cl:20][C:18]1[N:17]=[CH:16][N:15]=[C:14]([C:11]2[CH:12]=[CH:13][C:8]([NH2:7])=[CH:9][CH:10]=2)[CH:19]=1, predict the reactants needed to synthesize it. The reactants are: C(OC(=O)[NH:7][C:8]1[CH:13]=[CH:12][C:11]([C:14]2[CH:19]=[C:18]([Cl:20])[N:17]=[CH:16][N:15]=2)=[CH:10][CH:9]=1)(C)(C)C.C(Cl)Cl.Cl. (7) Given the product [F:1][C:2]1[CH:7]=[CH:6][CH:5]=[CH:4][C:3]=1[N:8]1[C:12]2=[N:13][C:14]([O:18][CH2:19][C:20]3[N:21]([CH3:25])[N:22]=[CH:23][N:24]=3)=[C:15]([C:31]3[CH:36]=[CH:35][CH:34]=[CH:33][CH:32]=3)[CH:16]=[C:11]2[N:10]=[N:9]1, predict the reactants needed to synthesize it. The reactants are: [F:1][C:2]1[CH:7]=[CH:6][CH:5]=[CH:4][C:3]=1[N:8]1[C:12]2=[N:13][C:14]([O:18][CH2:19][C:20]3[N:21]([CH3:25])[N:22]=[CH:23][N:24]=3)=[C:15](Br)[CH:16]=[C:11]2[N:10]=[N:9]1.C([Sn](CCCC)(CCCC)[C:31]1[CH:36]=[CH:35][CH:34]=[CH:33][CH:32]=1)CCC. (8) The reactants are: [S:1]1[C:5]2[CH:6]=[CH:7][CH:8]=[CH:9][C:4]=2[N:3]=[C:2]1[N:10]1[C:14](=[O:15])[C:13](=[CH:16][N:17](C)[CH3:18])[C:12]([C:20]2[S:21][CH:22]=[CH:23][CH:24]=2)=[N:11]1. Given the product [S:1]1[C:5]2[CH:6]=[CH:7][CH:8]=[CH:9][C:4]=2[N:3]=[C:2]1[N:10]1[C:14](=[O:15])[C:13](=[CH:16][NH:17][CH3:18])[C:12]([C:20]2[S:21][CH:22]=[CH:23][CH:24]=2)=[N:11]1, predict the reactants needed to synthesize it. (9) Given the product [N:1]1([C:7]2[CH:15]=[CH:14][C:13]([N+:16]([O-:18])=[O:17])=[CH:12][C:8]=2[C:9]([Cl:21])=[O:10])[CH2:6][CH2:5][O:4][CH2:3][CH2:2]1, predict the reactants needed to synthesize it. The reactants are: [N:1]1([C:7]2[CH:15]=[CH:14][C:13]([N+:16]([O-:18])=[O:17])=[CH:12][C:8]=2[C:9](O)=[O:10])[CH2:6][CH2:5][O:4][CH2:3][CH2:2]1.S(Cl)([Cl:21])=O. (10) The reactants are: [S:1]1[CH:5]=[CH:4][CH:3]=[C:2]1[CH:6]=O.[CH3:8][O:9][C:10](=[O:26])[CH2:11]P(OCC(F)(F)F)(OCC(F)(F)F)=O. Given the product [CH3:8][O:9][C:10](=[O:26])[CH:11]=[CH:6][C:2]1[S:1][CH:5]=[CH:4][CH:3]=1, predict the reactants needed to synthesize it.